From a dataset of Catalyst prediction with 721,799 reactions and 888 catalyst types from USPTO. Predict which catalyst facilitates the given reaction. Reactant: [Cl:1][C:2]1[CH:7]=[CH:6][N:5]=[C:4]([O:8][CH3:9])[CH:3]=1.[Cl:10]N1C(=O)CCC1=O.O. Product: [Cl:1][C:2]1[C:7]([Cl:10])=[CH:6][N:5]=[C:4]([O:8][CH3:9])[CH:3]=1. The catalyst class is: 9.